Dataset: Forward reaction prediction with 1.9M reactions from USPTO patents (1976-2016). Task: Predict the product of the given reaction. (1) Given the reactants [CH:1]1([CH2:4][N:5]([S:25]([C:28]2[CH:33]=[CH:32][CH:31]=[CH:30][N:29]=2)(=[O:27])=[O:26])[C:6]2[CH:7]=[C:8]([O:20][CH2:21][CH2:22][O:23][CH3:24])[CH:9]=[C:10]3[C:14]=2[NH:13][C:12]([C:15]([O:17]CC)=[O:16])=[CH:11]3)[CH2:3][CH2:2]1.C(O)C.[OH-].[Na+], predict the reaction product. The product is: [CH:1]1([CH2:4][N:5]([S:25]([C:28]2[CH:33]=[CH:32][CH:31]=[CH:30][N:29]=2)(=[O:27])=[O:26])[C:6]2[CH:7]=[C:8]([O:20][CH2:21][CH2:22][O:23][CH3:24])[CH:9]=[C:10]3[C:14]=2[NH:13][C:12]([C:15]([OH:17])=[O:16])=[CH:11]3)[CH2:3][CH2:2]1. (2) Given the reactants [CH3:1][O:2][C:3]1[CH:8]=[CH:7][C:6]([C:9]2[S:13][C:12]([C:14]([OH:16])=O)=[C:11]([NH:17][C:18]([NH:20][C:21]3[C:26]([CH3:27])=[CH:25][C:24]([CH3:28])=[CH:23][C:22]=3[CH3:29])=[O:19])[CH:10]=2)=[CH:5][CH:4]=1.CN(C(ON1N=NC2C=CC=NC1=2)=[N+](C)C)C.F[P-](F)(F)(F)(F)F.CCN(C(C)C)C(C)C.[NH2:63][C:64]1([C:71]([O:73][CH3:74])=[O:72])[CH2:70][CH2:69][CH2:68][CH2:67][CH2:66][CH2:65]1, predict the reaction product. The product is: [CH3:1][O:2][C:3]1[CH:8]=[CH:7][C:6]([C:9]2[S:13][C:12]([C:14]([NH:63][C:64]3([C:71]([O:73][CH3:74])=[O:72])[CH2:70][CH2:69][CH2:68][CH2:67][CH2:66][CH2:65]3)=[O:16])=[C:11]([NH:17][C:18]([NH:20][C:21]3[C:22]([CH3:29])=[CH:23][C:24]([CH3:28])=[CH:25][C:26]=3[CH3:27])=[O:19])[CH:10]=2)=[CH:5][CH:4]=1. (3) Given the reactants [O:1]=[C:2]1[NH:8][CH2:7][CH2:6][CH2:5][N:4](C(OC(C)(C)C)=O)[CH2:3]1.[H-].[Na+].Br[CH2:19][C:20]([O:22][CH2:23][CH3:24])=[O:21].[ClH:25].O1CCOCC1, predict the reaction product. The product is: [ClH:25].[O:1]=[C:2]1[CH2:3][NH:4][CH2:5][CH2:6][CH2:7][N:8]1[CH2:19][C:20]([O:22][CH2:23][CH3:24])=[O:21]. (4) The product is: [CH3:1][N:2]1[C:6]2[CH:7]=[CH:8][C:9]([N:11]3[CH:16]=[C:15]([C:17]([NH:19][C@H:20]([C:22]([OH:24])=[O:23])[CH3:21])=[O:18])[C:14](=[O:26])[N:13]([CH2:27][C:28]4[CH:33]=[CH:32][CH:31]=[C:30]([C:34]([F:35])([F:36])[F:37])[C:29]=4[CH3:38])[C:12]3=[O:39])=[CH:10][C:5]=2[N:4]=[CH:3]1. Given the reactants [CH3:1][N:2]1[C:6]2[CH:7]=[CH:8][C:9]([N:11]3[CH:16]=[C:15]([C:17]([NH:19][CH:20]([C:22]([O:24]C)=[O:23])[CH3:21])=[O:18])[C:14](=[O:26])[N:13]([CH2:27][C:28]4[CH:33]=[CH:32][CH:31]=[C:30]([C:34]([F:37])([F:36])[F:35])[C:29]=4[CH3:38])[C:12]3=[O:39])=[CH:10][C:5]=2[N:4]=[CH:3]1.O, predict the reaction product. (5) Given the reactants [I:1][C:2]1[CH:3]=[C:4]2[C:9](=[CH:10][CH:11]=1)[NH:8][CH:7]=[C:6]([C:12]([O:14][CH2:15][CH3:16])=[O:13])[C:5]2=[O:17].C(=O)([O-])[O-].[K+].[K+].I[CH2:25][CH2:26][CH2:27][CH3:28], predict the reaction product. The product is: [CH2:25]([N:8]1[C:9]2[C:4](=[CH:3][C:2]([I:1])=[CH:11][CH:10]=2)[C:5](=[O:17])[C:6]([C:12]([O:14][CH2:15][CH3:16])=[O:13])=[CH:7]1)[CH2:26][CH2:27][CH3:28]. (6) The product is: [N+:8]([C:5]1[N:6]=[CH:7][C:2]([NH:14][CH2:13][CH2:11][OH:12])=[N:3][CH:4]=1)([O-:10])=[O:9]. Given the reactants Br[C:2]1[CH:7]=[N:6][C:5]([N+:8]([O-:10])=[O:9])=[CH:4][N:3]=1.[CH2:11]([CH2:13][NH2:14])[OH:12], predict the reaction product. (7) Given the reactants [Cl:1][C:2]1[CH:7]=[C:6]([Cl:8])[CH:5]=[CH:4][C:3]=1[CH2:9][N:10]1[C:15](=[O:16])[C:14]([C:17]([NH:19][CH2:20][C:21]([O:23]CC)=[O:22])=[O:18])=[C:13]([OH:26])[C:12]([C:27]([O:29]C)=O)=[C:11]1[OH:31].[CH:32]([NH2:35])([CH3:34])[CH3:33], predict the reaction product. The product is: [Cl:1][C:2]1[CH:7]=[C:6]([Cl:8])[CH:5]=[CH:4][C:3]=1[CH2:9][N:10]1[C:11]([OH:31])=[C:12]([C:27]([NH:35][CH:32]([CH3:34])[CH3:33])=[O:29])[C:13]([OH:26])=[C:14]([C:17]([NH:19][CH2:20][C:21]([OH:23])=[O:22])=[O:18])[C:15]1=[O:16]. (8) Given the reactants [O:1]([C:8]1[CH:9]=[C:10]([CH:14]=[CH:15][CH:16]=1)[C:11]([OH:13])=O)[C:2]1[CH:7]=[CH:6][CH:5]=[CH:4][CH:3]=1.C(Cl)(=O)C(Cl)=O.[NH2:23][C:24]1[CH:29]=[CH:28][CH:27]=[CH:26][CH:25]=1, predict the reaction product. The product is: [O:1]([C:8]1[CH:9]=[C:10]([CH:14]=[CH:15][CH:16]=1)[C:11]([NH:23][C:24]1[CH:29]=[CH:28][CH:27]=[CH:26][CH:25]=1)=[O:13])[C:2]1[CH:3]=[CH:4][CH:5]=[CH:6][CH:7]=1.